This data is from NCI-60 drug combinations with 297,098 pairs across 59 cell lines. The task is: Regression. Given two drug SMILES strings and cell line genomic features, predict the synergy score measuring deviation from expected non-interaction effect. (1) Drug 1: CCC1(CC2CC(C3=C(CCN(C2)C1)C4=CC=CC=C4N3)(C5=C(C=C6C(=C5)C78CCN9C7C(C=CC9)(C(C(C8N6C=O)(C(=O)OC)O)OC(=O)C)CC)OC)C(=O)OC)O.OS(=O)(=O)O. Drug 2: N.N.Cl[Pt+2]Cl. Cell line: 786-0. Synergy scores: CSS=28.1, Synergy_ZIP=-2.79, Synergy_Bliss=1.63, Synergy_Loewe=-17.1, Synergy_HSA=2.85. (2) Drug 1: CC1=CC2C(CCC3(C2CCC3(C(=O)C)OC(=O)C)C)C4(C1=CC(=O)CC4)C. Drug 2: CC(C)CN1C=NC2=C1C3=CC=CC=C3N=C2N. Cell line: U251. Synergy scores: CSS=2.20, Synergy_ZIP=0.0117, Synergy_Bliss=2.23, Synergy_Loewe=0.500, Synergy_HSA=0.594. (3) Drug 1: COC1=CC(=CC(=C1O)OC)C2C3C(COC3=O)C(C4=CC5=C(C=C24)OCO5)OC6C(C(C7C(O6)COC(O7)C8=CC=CS8)O)O. Drug 2: CN(C)N=NC1=C(NC=N1)C(=O)N. Cell line: ACHN. Synergy scores: CSS=64.4, Synergy_ZIP=4.42, Synergy_Bliss=5.10, Synergy_Loewe=-15.5, Synergy_HSA=8.41. (4) Drug 1: CC1=C(C(=CC=C1)Cl)NC(=O)C2=CN=C(S2)NC3=CC(=NC(=N3)C)N4CCN(CC4)CCO. Drug 2: C1=CN(C=N1)CC(O)(P(=O)(O)O)P(=O)(O)O. Cell line: MDA-MB-231. Synergy scores: CSS=16.0, Synergy_ZIP=-8.39, Synergy_Bliss=-0.796, Synergy_Loewe=-13.8, Synergy_HSA=-1.52. (5) Drug 1: C1=CN(C(=O)N=C1N)C2C(C(C(O2)CO)O)O.Cl. Drug 2: CC1=C2C(C(=O)C3(C(CC4C(C3C(C(C2(C)C)(CC1OC(=O)C(C(C5=CC=CC=C5)NC(=O)OC(C)(C)C)O)O)OC(=O)C6=CC=CC=C6)(CO4)OC(=O)C)O)C)O. Cell line: DU-145. Synergy scores: CSS=44.6, Synergy_ZIP=3.18, Synergy_Bliss=-3.37, Synergy_Loewe=-2.84, Synergy_HSA=-1.90. (6) Drug 1: CC(C1=C(C=CC(=C1Cl)F)Cl)OC2=C(N=CC(=C2)C3=CN(N=C3)C4CCNCC4)N. Drug 2: C1=CC(=CC=C1CCC2=CNC3=C2C(=O)NC(=N3)N)C(=O)NC(CCC(=O)O)C(=O)O. Cell line: SK-MEL-5. Synergy scores: CSS=3.67, Synergy_ZIP=1.47, Synergy_Bliss=2.94, Synergy_Loewe=-5.53, Synergy_HSA=-2.13. (7) Drug 1: CC1=CC=C(C=C1)C2=CC(=NN2C3=CC=C(C=C3)S(=O)(=O)N)C(F)(F)F. Drug 2: CC1=C2C(C(=O)C3(C(CC4C(C3C(C(C2(C)C)(CC1OC(=O)C(C(C5=CC=CC=C5)NC(=O)OC(C)(C)C)O)O)OC(=O)C6=CC=CC=C6)(CO4)OC(=O)C)O)C)O. Cell line: ACHN. Synergy scores: CSS=3.42, Synergy_ZIP=0.997, Synergy_Bliss=1.90, Synergy_Loewe=-5.91, Synergy_HSA=1.60. (8) Cell line: HOP-62. Synergy scores: CSS=26.0, Synergy_ZIP=-0.960, Synergy_Bliss=0.964, Synergy_Loewe=-5.05, Synergy_HSA=0.179. Drug 2: CNC(=O)C1=NC=CC(=C1)OC2=CC=C(C=C2)NC(=O)NC3=CC(=C(C=C3)Cl)C(F)(F)F. Drug 1: CC12CCC(CC1=CCC3C2CCC4(C3CC=C4C5=CN=CC=C5)C)O.